This data is from Forward reaction prediction with 1.9M reactions from USPTO patents (1976-2016). The task is: Predict the product of the given reaction. (1) Given the reactants [Cl-].[CH3:2][C:3]1[CH:8]=[C:7]([CH2:9][P+](C2C=CC=CC=2)(C2C=CC=CC=2)C2C=CC=CC=2)[CH:6]=[CH:5][N:4]=1.[C:29]([O:33][C:34]([N:36]1[CH2:46][CH2:45][C:39]2([O:43][CH:42](O)[CH2:41][CH2:40]2)[CH2:38][CH2:37]1)=[O:35])([CH3:32])([CH3:31])[CH3:30], predict the reaction product. The product is: [C:29]([O:33][C:34]([N:36]1[CH2:46][CH2:45][C:39]([OH:43])([CH2:40][CH2:41][CH2:42][CH2:9][C:7]2[CH:6]=[CH:5][N:4]=[C:3]([CH3:2])[CH:8]=2)[CH2:38][CH2:37]1)=[O:35])([CH3:32])([CH3:31])[CH3:30]. (2) Given the reactants [C:1](C1C2C(=CC(C(O)=O)=CC=2)NN=1)(=O)[NH2:2].Br[C:17]1[CH:26]=[C:25]2[C:20]([CH:21]=[C:22]([C:27]([N:29]3[CH2:34][CH2:33][C:32]4([CH2:42][C:41](=[O:43])[C:40]5[N:39]([CH:44]([CH3:46])[CH3:45])[N:38]=[CH:37][C:36]=5[CH2:35]4)[CH2:31][CH2:30]3)=[O:28])[CH:23]=[N:24]2)=[CH:19][C:18]=1[O:47][CH3:48], predict the reaction product. The product is: [CH:44]([N:39]1[C:40]2[C:41](=[O:43])[CH2:42][C:32]3([CH2:33][CH2:34][N:29]([C:27]([C:22]4[CH:23]=[N:24][C:25]5[C:20]([CH:21]=4)=[CH:19][C:18]([O:47][CH3:48])=[C:17]([C:1]#[N:2])[CH:26]=5)=[O:28])[CH2:30][CH2:31]3)[CH2:35][C:36]=2[CH:37]=[N:38]1)([CH3:46])[CH3:45].